The task is: Predict the reactants needed to synthesize the given product.. This data is from Retrosynthesis with 50K atom-mapped reactions and 10 reaction types from USPTO. Given the product O=[N+]([O-])c1ccccc1NC1CC1, predict the reactants needed to synthesize it. The reactants are: NC1CC1.O=[N+]([O-])c1ccccc1F.